Dataset: Reaction yield outcomes from USPTO patents with 853,638 reactions. Task: Predict the reaction yield, written as a fraction of the theoretical maximum amount of product (1.0 means a 100% yield; for example, 0.34 means a 34% yield). (1) The reactants are [CH3:1][NH:2][C:3]1[CH:4]=[CH:5][C:6]2[NH:7][C:8]3[C:13]([S:14][C:15]=2[CH:16]=1)=[CH:12][C:11]([NH:17][CH3:18])=[CH:10][CH:9]=3.[C:19](OC(=O)C)(=[O:21])[CH3:20]. The catalyst is N1C=CC=CC=1. The product is [CH3:1][NH:2][C:3]1[CH:4]=[CH:5][C:6]2[N:7]([C:19](=[O:21])[CH3:20])[C:8]3[C:13]([S:14][C:15]=2[CH:16]=1)=[CH:12][C:11]([NH:17][CH3:18])=[CH:10][CH:9]=3. The yield is 0.490. (2) The reactants are [CH2:1]([O:8][C:9]([NH:11][C@@H:12]([CH2:16][O:17][CH2:18][C@H:19]([O:34][CH2:35][C:36]([CH3:38])=[CH2:37])[C@@H:20]([O:29][CH2:30][C:31]([CH3:33])=[CH2:32])[C@H:21]([OH:28])[CH2:22][O:23][CH2:24][C:25]([CH3:27])=[CH2:26])[C:13]([OH:15])=[O:14])=[O:10])[C:2]1[CH:7]=[CH:6][CH:5]=[CH:4][CH:3]=1.CC1C=CC=C([N+]([O-])=O)C=1C(OC(C1C([N+]([O-])=O)=CC=CC=1C)=O)=O. The catalyst is C1(C)C=CC=CC=1.CN(C1C=CN=CC=1)C. The product is [CH3:38][C:36](=[CH2:37])[CH2:35][O:34][C@@H:19]1[C@@H:20]([O:29][CH2:30][C:31]([CH3:33])=[CH2:32])[C@@H:21]([CH2:22][O:23][CH2:24][C:25]([CH3:27])=[CH2:26])[O:28][C:13](=[O:15])[C@@H:12]([NH:11][C:9](=[O:10])[O:8][CH2:1][C:2]2[CH:3]=[CH:4][CH:5]=[CH:6][CH:7]=2)[CH2:16][O:17][CH2:18]1.[CH3:38][C:36](=[CH2:37])[CH2:35][O:34][C@@H:19]1[C@@H:20]([O:29][CH2:30][C:31]([CH3:33])=[CH2:32])[C@@H:21]([CH2:22][O:23][CH2:24][C:25]([CH3:27])=[CH2:26])[O:28][C:13](=[O:14])[C@H:12]([NH:11][C:9](=[O:10])[O-:8])[CH2:16][O:17][CH2:18]1. The yield is 0.360.